Dataset: Catalyst prediction with 721,799 reactions and 888 catalyst types from USPTO. Task: Predict which catalyst facilitates the given reaction. (1) Reactant: [H-].[Na+].[Cl:3][C:4]1[CH:11]=[C:10]([NH:12][C@H:13]2[CH2:17][C:16](=[O:18])[N:15]([CH3:19])[CH2:14]2)[CH:9]=[CH:8][C:5]=1[C:6]#[N:7].I[CH2:21][C:22]1[CH:27]=[CH:26][CH:25]=[CH:24][C:23]=1[CH3:28].[NH4+].[Cl-]. Product: [Cl:3][C:4]1[CH:11]=[C:10]([N:12]([C@H:13]2[CH2:17][C:16](=[O:18])[N:15]([CH3:19])[CH2:14]2)[CH2:21][C:22]2[CH:27]=[CH:26][CH:25]=[CH:24][C:23]=2[CH3:28])[CH:9]=[CH:8][C:5]=1[C:6]#[N:7]. The catalyst class is: 369. (2) Reactant: C1(=O)NC(=O)C2=CC=CC=C12.O.NN.[CH3:15][O:16][CH2:17][C@@H:18]([NH2:20])[CH3:19].[C:21]([O:25][C:26]([NH:28][C@H:29]([C:33]1[CH:38]=[CH:37][CH:36]=[CH:35][CH:34]=1)[C:30](O)=[O:31])=[O:27])([CH3:24])([CH3:23])[CH3:22].CN1CCOCC1. Product: [C:21]([O:25][C:26](=[O:27])[NH:28][C@@H:29]([C:30](=[O:31])[NH:20][C@@H:18]([CH3:19])[CH2:17][O:16][CH3:15])[C:33]1[CH:38]=[CH:37][CH:36]=[CH:35][CH:34]=1)([CH3:24])([CH3:22])[CH3:23]. The catalyst class is: 301. (3) Reactant: [NH:1]1[C:9]2[C:4](=[CH:5][C:6]([CH:10]=[O:11])=[CH:7][CH:8]=2)[CH:3]=[CH:2]1.[H-].[Na+].[CH3:14][N:15]([CH3:19])[C:16](Cl)=[O:17].[Cl-].[NH4+]. Product: [CH:10]([C:6]1[CH:5]=[C:4]2[C:9](=[CH:8][CH:7]=1)[N:1]([C:16]([N:15]([CH3:19])[CH3:14])=[O:17])[CH:2]=[CH:3]2)=[O:11]. The catalyst class is: 3.